From a dataset of Reaction yield outcomes from USPTO patents with 853,638 reactions. Predict the reaction yield, written as a fraction of the theoretical maximum amount of product (1.0 means a 100% yield; for example, 0.34 means a 34% yield). (1) The reactants are CC1(C)[O:6][C@@H:5]([CH2:7][CH2:8][NH:9][C:10]([CH:12]2[CH:16]([C:17]3[CH:22]=[CH:21][CH:20]=[C:19]([Cl:23])[C:18]=3[F:24])[C:15]([C:27]3[CH:32]=[CH:31][C:30]([Cl:33])=[CH:29][C:28]=3[F:34])([C:25]#[N:26])[CH:14]([CH2:35][C:36]3([CH2:42][OH:43])[CH2:41][CH2:40][CH:39]=[CH:38][CH2:37]3)[NH:13]2)=[O:11])[CH2:4][O:3]1.Cl. The catalyst is O1CCCC1. The product is [OH:6][C@H:5]([CH2:4][OH:3])[CH2:7][CH2:8][NH:9][C:10]([CH:12]1[CH:16]([C:17]2[CH:22]=[CH:21][CH:20]=[C:19]([Cl:23])[C:18]=2[F:24])[C:15]([C:27]2[CH:32]=[CH:31][C:30]([Cl:33])=[CH:29][C:28]=2[F:34])([C:25]#[N:26])[CH:14]([CH2:35][C:36]2([CH2:42][OH:43])[CH2:41][CH2:40][CH:39]=[CH:38][CH2:37]2)[NH:13]1)=[O:11]. The yield is 0.750. (2) The reactants are [CH3:1][C:2]1[CH:3]=[CH:4][C:5]2[C:10](=[O:11])[N:9]([CH2:12][C:13]([OH:15])=O)[N:8]=[N:7][C:6]=2[CH:16]=1.[CH3:17][O:18][C:19]1[CH:24]=[CH:23][C:22]([C@@H:25]([NH2:27])[CH3:26])=[CH:21][CH:20]=1. No catalyst specified. The product is [CH3:17][O:18][C:19]1[CH:24]=[CH:23][C:22]([C@@H:25]([NH:27][C:13](=[O:15])[CH2:12][N:9]2[C:10](=[O:11])[C:5]3[CH:4]=[CH:3][C:2]([CH3:1])=[CH:16][C:6]=3[N:7]=[N:8]2)[CH3:26])=[CH:21][CH:20]=1. The yield is 0.750. (3) The reactants are CCN(C(C)C)C(C)C.[Cl:10][C:11]1[C:12]([C:30]2[CH:31]=[N:32][N:33]3[CH:38]=[CH:37][CH:36]=[CH:35][C:34]=23)=[N:13][C:14]([NH:17][C:18]2[CH:23]=[C:22]([N+:24]([O-:26])=[O:25])[C:21](F)=[CH:20][C:19]=2[O:28][CH3:29])=[N:15][CH:16]=1.Cl.Cl.[CH3:41][N:42]([CH3:47])[CH:43]1[CH2:46][NH:45][CH2:44]1.CN(C)C1CNC1. The catalyst is CC(N(C)C)=O. The product is [Cl:10][C:11]1[C:12]([C:30]2[CH:31]=[N:32][N:33]3[CH:38]=[CH:37][CH:36]=[CH:35][C:34]=23)=[N:13][C:14]([NH:17][C:18]2[CH:23]=[C:22]([N+:24]([O-:26])=[O:25])[C:21]([N:45]3[CH2:46][CH:43]([N:42]([CH3:47])[CH3:41])[CH2:44]3)=[CH:20][C:19]=2[O:28][CH3:29])=[N:15][CH:16]=1. The yield is 1.02. (4) The reactants are [O:1]=[C:2]1[C:11]([C:12]([O:14][CH2:15][CH3:16])=[O:13])=[N:10][C:9]2[C:4](=[CH:5][CH:6]=[CH:7][CH:8]=2)[N:3]1[CH2:17][C:18]#[CH:19].Cl[CH2:21][CH:22]=[N:23][OH:24].C(N(CC)CC)C. The catalyst is O1CCCC1. The product is [CH3:21][C:22]1[CH:19]=[C:18]([CH2:17][N:3]2[C:4]3[C:9](=[CH:8][CH:7]=[CH:6][CH:5]=3)[N:10]=[C:11]([C:12]([O:14][CH2:15][CH3:16])=[O:13])[C:2]2=[O:1])[O:24][N:23]=1. The yield is 0.930.